From a dataset of Reaction yield outcomes from USPTO patents with 853,638 reactions. Predict the reaction yield, written as a fraction of the theoretical maximum amount of product (1.0 means a 100% yield; for example, 0.34 means a 34% yield). (1) The product is [NH2:39][C:17]1[C:11]2[C:12]([C:13]([NH:15][CH3:16])=[O:14])=[C:8]([C:5]3[CH:6]=[CH:7][C:2]([F:1])=[CH:3][CH:4]=3)[O:9][C:10]=2[CH:20]=[CH:19][C:18]=1[C:21]1[CH:26]=[CH:25][CH:24]=[C:23]([C:27](=[O:38])[NH:28][C:29]([C:32]2[CH:33]=[CH:34][CH:35]=[CH:36][CH:37]=2)([CH3:31])[CH3:30])[CH:22]=1. The yield is 0.560. The catalyst is C(O)C.CC(O)=O.CCOC(C)=O.[Fe]. The reactants are [F:1][C:2]1[CH:7]=[CH:6][C:5]([C:8]2[O:9][C:10]3[CH:20]=[CH:19][C:18]([C:21]4[CH:26]=[CH:25][CH:24]=[C:23]([C:27](=[O:38])[NH:28][C:29]([C:32]5[CH:37]=[CH:36][CH:35]=[CH:34][CH:33]=5)([CH3:31])[CH3:30])[CH:22]=4)=[C:17]([N+:39]([O-])=O)[C:11]=3[C:12]=2[C:13]([NH:15][CH3:16])=[O:14])=[CH:4][CH:3]=1. (2) The reactants are [CH3:1][O:2][C:3]([C:5]1([C:8]2[CH:13]=[CH:12][C:11]([OH:14])=[C:10]([N+:15]([O-])=O)[CH:9]=2)[CH2:7][CH2:6]1)=[O:4]. The catalyst is CO.[Ni]. The product is [CH3:1][O:2][C:3]([C:5]1([C:8]2[CH:13]=[CH:12][C:11]([OH:14])=[C:10]([NH2:15])[CH:9]=2)[CH2:7][CH2:6]1)=[O:4]. The yield is 0.740. (3) The reactants are Cl[CH2:2][O:3][CH3:4].[C:5]([S:9][C:10]1[C:11]2[S:18][CH:17]=[C:16]([C:19]3[CH2:23][CH:22]([CH2:24][OH:25])[C:21](=[O:26])[CH:20]=3)[C:12]=2[N:13]=[CH:14][N:15]=1)([CH3:8])([CH3:7])[CH3:6].C(N(CC)C(C)C)(C)C. The catalyst is ClCCl. The product is [C:5]([S:9][C:10]1[C:11]2[S:18][CH:17]=[C:16]([C:19]3[CH2:23][CH:22]([CH2:24][O:25][CH2:2][O:3][CH3:4])[C:21](=[O:26])[CH:20]=3)[C:12]=2[N:13]=[CH:14][N:15]=1)([CH3:8])([CH3:6])[CH3:7]. The yield is 0.580. (4) The reactants are [F:1][C:2]([F:14])([F:13])[C:3]1[CH:8]=[CH:7][CH:6]=[C:5]([C:9]([F:12])([F:11])[F:10])[CH:4]=1.S(=O)(=O)(O)O.CC1(C)N([Br:28])C(=O)N(Br)C1=O. No catalyst specified. The product is [F:1][C:2]([F:13])([F:14])[C:3]1[CH:8]=[C:7]([Br:28])[CH:6]=[C:5]([C:9]([F:10])([F:11])[F:12])[CH:4]=1. The yield is 0.800.